Dataset: Reaction yield outcomes from USPTO patents with 853,638 reactions. Task: Predict the reaction yield, written as a fraction of the theoretical maximum amount of product (1.0 means a 100% yield; for example, 0.34 means a 34% yield). (1) The reactants are I[C:2]1[S:3][CH:4]=[CH:5][CH:6]=1.C(NC(C)C)(C)C.[CH3:14][Si:15]([C:18]#[CH:19])([CH3:17])[CH3:16].O. The catalyst is C1COCC1.Cl[Pd](Cl)([P](C1C=CC=CC=1)(C1C=CC=CC=1)C1C=CC=CC=1)[P](C1C=CC=CC=1)(C1C=CC=CC=1)C1C=CC=CC=1.[Cu]I. The product is [CH3:14][Si:15]([CH3:17])([CH3:16])[C:18]#[C:19][C:2]1[S:3][CH:4]=[CH:5][CH:6]=1. The yield is 0.700. (2) The reactants are [CH2:1]([N:3]1[CH2:13][CH:12]2[CH2:14][CH2:15][CH:5]([C:6]3[CH:7]=[CH:8][C:9]([NH2:16])=[CH:10][C:11]=32)[CH2:4]1)[CH3:2].Cl[C:18]1[N:23]=[C:22]([NH:24][C:25]2[CH:34]=[CH:33][CH:32]=[CH:31][C:26]=2[C:27]([NH:29][CH3:30])=[O:28])[C:21]([Cl:35])=[CH:20][N:19]=1.Cl.O1CCOCC1. The catalyst is CC(O)C. The product is [Cl:35][C:21]1[C:22]([NH:24][C:25]2[CH:34]=[CH:33][CH:32]=[CH:31][C:26]=2[C:27]([NH:29][CH3:30])=[O:28])=[N:23][C:18]([NH:16][C:9]2[CH:10]=[C:11]3[C:6](=[CH:7][CH:8]=2)[CH:5]2[CH2:15][CH2:14][CH:12]3[CH2:13][N:3]([CH2:1][CH3:2])[CH2:4]2)=[N:19][CH:20]=1. The yield is 0.580. (3) The reactants are [CH:1]([C:4]1[CH:9]=[CH:8][C:7]([CH3:10])=[CH:6][C:5]=1[NH:11][C:12]([NH:14][C:15]([NH:17][CH:18]1[CH2:26][C:25]2[C:20](=[CH:21][CH:22]=[C:23]([C:27]3[N:31]=[CH:30][N:29]([C:32]4[CH:37]=[CH:36][C:35]([O:38][C:39]([F:42])([F:41])[F:40])=[CH:34][CH:33]=4)[N:28]=3)[CH:24]=2)[CH2:19]1)=[O:16])=[S:13])([CH3:3])[CH3:2].[CH2:43]([OH:45])[CH3:44].C([O-])(=O)C.[Na+].BrCC(OC)=O. The catalyst is C(OCC)(=O)C. The product is [CH:1]([C:4]1[CH:9]=[CH:8][C:7]([CH3:10])=[CH:6][C:5]=1[N:11]1[C:43](=[O:45])[CH2:44][S:13]/[C:12]/1=[N:14]\[C:15]([NH:17][CH:18]1[CH2:26][C:25]2[C:20](=[CH:21][CH:22]=[C:23]([C:27]3[N:31]=[CH:30][N:29]([C:32]4[CH:33]=[CH:34][C:35]([O:38][C:39]([F:42])([F:41])[F:40])=[CH:36][CH:37]=4)[N:28]=3)[CH:24]=2)[CH2:19]1)=[O:16])([CH3:3])[CH3:2]. The yield is 0.790. (4) The reactants are [Si]([O:8][CH2:9][CH2:10][C:11]1([CH2:14][N:15]2[C:23](=[O:24])[C:22]3[C:17](=[CH:18][CH:19]=[CH:20][CH:21]=3)[C:16]2=[O:25])[CH2:13][CH2:12]1)(C(C)(C)C)(C)C.Cl. The yield is 0.880. The catalyst is C1COCC1.[NH4+].[Cl-]. The product is [OH:8][CH2:9][CH2:10][C:11]1([CH2:14][N:15]2[C:16](=[O:25])[C:17]3[C:22](=[CH:21][CH:20]=[CH:19][CH:18]=3)[C:23]2=[O:24])[CH2:13][CH2:12]1. (5) The reactants are CCN(C(C)C)C(C)C.[C:10](Cl)(=[O:14])[CH2:11][CH2:12][CH3:13].Cl.[NH2:17][CH2:18][C:19]1[CH:24]=[CH:23][C:22]([C:25]([N:27]2[CH2:36][C:35]3[CH:34]=[N:33][N:32]([CH3:37])[C:31]=3[NH:30][C:29]3[CH:38]=[C:39]([Cl:42])[CH:40]=[CH:41][C:28]2=3)=[O:26])=[CH:21][C:20]=1[F:43].C1C(N=NC2C(=O)N(C3C=CC(S([O-])(=O)=O)=CC=3)N=C2C([O-])=O)=CC=C(S([O-])(=O)=O)C=1.[Na+].[Na+].[Na+]. The catalyst is ClCCl. The product is [Cl:42][C:39]1[CH:40]=[CH:41][C:28]2[N:27]([C:25]([C:22]3[CH:23]=[CH:24][C:19]([CH2:18][NH:17][C:10](=[O:14])[CH2:11][CH2:12][CH3:13])=[C:20]([F:43])[CH:21]=3)=[O:26])[CH2:36][C:35]3[CH:34]=[N:33][N:32]([CH3:37])[C:31]=3[NH:30][C:29]=2[CH:38]=1. The yield is 0.650. (6) The reactants are [CH3:1][S:2](Cl)(=[O:4])=[O:3].[OH:6][C@H:7]1[CH2:11][N:10]([C:12]([O:14][C:15]([CH3:18])([CH3:17])[CH3:16])=[O:13])[C@@H:9]([C:19](=[O:34])[NH:20][C:21]2[CH:26]=[CH:25][C:24]([N:27]3[CH2:32][CH2:31][O:30][CH2:29][C:28]3=[O:33])=[CH:23][CH:22]=2)[CH2:8]1.C(O)(=O)CC(CC(O)=O)(C(O)=O)O. The catalyst is N1C=CC=CC=1. The product is [CH3:1][S:2]([O:6][C@H:7]1[CH2:11][N:10]([C:12]([O:14][C:15]([CH3:18])([CH3:17])[CH3:16])=[O:13])[C@@H:9]([C:19](=[O:34])[NH:20][C:21]2[CH:26]=[CH:25][C:24]([N:27]3[CH2:32][CH2:31][O:30][CH2:29][C:28]3=[O:33])=[CH:23][CH:22]=2)[CH2:8]1)(=[O:4])=[O:3]. The yield is 1.00. (7) The yield is 0.515. The reactants are [H-].[Na+].[CH3:3]N(C)C=O.[N:8]1([C:14]2[CH:19]=[CH:18][C:17]([C:20]([F:23])([F:22])[F:21])=[CH:16][C:15]=2[NH:24][C:25](=[O:32])[C:26]2[CH:31]=[CH:30][N:29]=[CH:28][CH:27]=2)[CH2:13][CH2:12][CH2:11][CH2:10][CH2:9]1.CI. The product is [CH3:3][N:24]([C:15]1[CH:16]=[C:17]([C:20]([F:23])([F:21])[F:22])[CH:18]=[CH:19][C:14]=1[N:8]1[CH2:13][CH2:12][CH2:11][CH2:10][CH2:9]1)[C:25](=[O:32])[C:26]1[CH:27]=[CH:28][N:29]=[CH:30][CH:31]=1. The catalyst is O.